From a dataset of Reaction yield outcomes from USPTO patents with 853,638 reactions. Predict the reaction yield, written as a fraction of the theoretical maximum amount of product (1.0 means a 100% yield; for example, 0.34 means a 34% yield). (1) The reactants are [Mg].Br[CH:3]([CH3:8])[CH2:4][CH2:5][CH:6]=[CH2:7].[CH2:9]1[O:12][C@H:10]1[CH3:11]. The catalyst is C1COCC1.[Cu](Br)Br.II. The product is [CH3:7][CH:6]([CH2:5][CH2:4][CH:3]=[CH2:8])[CH2:9][C@@H:10]([OH:12])[CH3:11]. The yield is 0.300. (2) The reactants are [Cl:1][C:2]1[N:10]=[CH:9][N:8]=[C:7]2[C:3]=1[N:4]=[CH:5][N:6]2[C@@H:11]1[CH2:15][C@H:14]([CH2:16][OH:17])[C@@H:13]([OH:18])[C@H:12]1[OH:19].N12CCCN=C1CCCCC2.Cl[Si:32]([CH:45]([CH3:47])[CH3:46])([CH:42]([CH3:44])[CH3:43])[O:33][Si:34](Cl)([CH:38]([CH3:40])[CH3:39])[CH:35]([CH3:37])[CH3:36]. The catalyst is C(C#N)(C)=O. The product is [Cl:1][C:2]1[N:10]=[CH:9][N:8]=[C:7]2[C:3]=1[N:4]=[CH:5][N:6]2[C@H:11]1[C@H:12]([OH:19])[C@@H:13]2[O:18][Si:32]([CH:42]([CH3:44])[CH3:43])([CH:45]([CH3:47])[CH3:46])[O:33][Si:34]([CH:38]([CH3:40])[CH3:39])([CH:35]([CH3:36])[CH3:37])[O:17][CH2:16][C@H:14]2[CH2:15]1. The yield is 0.670.